From a dataset of NCI-60 drug combinations with 297,098 pairs across 59 cell lines. Regression. Given two drug SMILES strings and cell line genomic features, predict the synergy score measuring deviation from expected non-interaction effect. Drug 1: CN(C)C1=NC(=NC(=N1)N(C)C)N(C)C. Drug 2: CCCCCOC(=O)NC1=NC(=O)N(C=C1F)C2C(C(C(O2)C)O)O. Cell line: HS 578T. Synergy scores: CSS=-13.1, Synergy_ZIP=9.21, Synergy_Bliss=-1.11, Synergy_Loewe=-9.87, Synergy_HSA=-8.37.